From a dataset of Full USPTO retrosynthesis dataset with 1.9M reactions from patents (1976-2016). Predict the reactants needed to synthesize the given product. (1) Given the product [C:12]1([CH3:24])[CH:17]=[C:16]([CH3:18])[CH:15]=[C:14]([CH3:19])[C:13]=1[S:20]([N:1]1[C:5]2[CH:6]=[CH:7][CH:8]=[CH:9][C:4]=2[N:3]=[CH:2]1)(=[O:21])=[O:22], predict the reactants needed to synthesize it. The reactants are: [N:1]1[C:5]2[CH:6]=[CH:7][CH:8]=[CH:9][C:4]=2[NH:3][CH:2]=1.[H-].[Na+].[C:12]1([CH3:24])[CH:17]=[C:16]([CH3:18])[CH:15]=[C:14]([CH3:19])[C:13]=1[S:20](Cl)(=[O:22])=[O:21]. (2) Given the product [NH2:20][C:8]1[CH:7]=[C:6]([N:2]([CH3:1])[C:3](=[O:5])[CH3:4])[CH:11]=[CH:10][C:9]=1[NH:12][CH2:13][CH:14]1[CH2:15][CH2:16][O:17][CH2:18][CH2:19]1, predict the reactants needed to synthesize it. The reactants are: [CH3:1][N:2]([C:6]1[CH:11]=[CH:10][C:9]([NH:12][CH2:13][CH:14]2[CH2:19][CH2:18][O:17][CH2:16][CH2:15]2)=[C:8]([N+:20]([O-])=O)[CH:7]=1)[C:3](=[O:5])[CH3:4]. (3) Given the product [N:41]1([CH2:19][C:18]([CH3:21])([CH3:22])[O:17][C:14]2[CH:13]=[CH:12][C:11]([NH:10][C:4]3[C:5](=[O:9])[N:6]([CH3:8])[N:7]=[C:2]([Cl:1])[CH:3]=3)=[N:16][CH:15]=2)[CH2:44][CH2:43][CH2:42]1, predict the reactants needed to synthesize it. The reactants are: [Cl:1][C:2]1[CH:3]=[C:4]([NH:10][C:11]2[N:16]=[CH:15][C:14]([O:17][C:18]([CH3:22])([CH3:21])[CH:19]=O)=[CH:13][CH:12]=2)[C:5](=[O:9])[N:6]([CH3:8])[N:7]=1.C(O[BH-](OC(=O)C)OC(=O)C)(=O)C.[Na+].C(O)(=O)C.[NH:41]1[CH2:44][CH2:43][CH2:42]1.C(=O)(O)[O-].[Na+]. (4) Given the product [Cl:23][C:5]1[C:6]([NH:8][C:9]2[CH:14]=[CH:13][C:12]([N:15]3[CH2:20][CH2:19][O:18][CH2:17][CH2:16]3)=[CH:11][C:10]=2[O:21][CH3:22])=[N:7][C:2]([NH:24][C:25]2[CH:38]=[CH:37][C:28]3[N:29]([CH2:41][CH3:42])[C:30](=[O:36])[CH2:31][CH2:32][C:33]([CH3:35])([CH3:34])[C:27]=3[CH:26]=2)=[N:3][CH:4]=1, predict the reactants needed to synthesize it. The reactants are: Cl[C:2]1[N:7]=[C:6]([NH:8][C:9]2[CH:14]=[CH:13][C:12]([N:15]3[CH2:20][CH2:19][O:18][CH2:17][CH2:16]3)=[CH:11][C:10]=2[O:21][CH3:22])[C:5]([Cl:23])=[CH:4][N:3]=1.[NH2:24][C:25]1[CH:38]=[CH:37][C:28]2[NH:29][C:30](=[O:36])[CH2:31][CH2:32][C:33]([CH3:35])([CH3:34])[C:27]=2[CH:26]=1.Cl.O1CCO[CH2:42][CH2:41]1. (5) Given the product [Cl:1][C:2]1[CH:16]=[CH:15][C:5]([CH2:6][N:7]2[CH:12]=[N:11][C:10]([N:17]3[CH2:23][CH2:24][CH:25]([N:59]4[C:58]5[CH:63]=[CH:64][C:55]([F:54])=[CH:56][C:57]=5[NH:61][C:60]4=[S:62])[CH2:20][CH2:21]3)=[N:9][C:8]2=[O:14])=[CH:4][CH:3]=1, predict the reactants needed to synthesize it. The reactants are: [Cl:1][C:2]1[CH:16]=[CH:15][C:5]([CH2:6][N:7]2[CH:12]=[N:11][C:10](O)=[N:9][C:8]2=[O:14])=[CH:4][CH:3]=1.[N:17]1(O[P+](N2CCCC2)(N2CCCC2)N2CCCC2)[C:21]2C=[CH:23][CH:24]=[CH:25][C:20]=2N=N1.N12CCCN=C1CCCCC2.[F:54][C:55]1[CH:64]=[CH:63][C:58]2[NH:59][C:60](=[S:62])[NH:61][C:57]=2[CH:56]=1. (6) Given the product [NH2:5][CH2:6][CH2:7][CH2:8][C:9]1[C:10]([NH2:25])=[N:11][C:12](=[O:24])[N:13]([CH:23]=1)[C@@H:14]1[O:22][C@H:19]([CH2:20][OH:21])[C@@H:17]([OH:18])[C@H:15]1[OH:16], predict the reactants needed to synthesize it. The reactants are: FC(F)(F)C([NH:5][CH2:6][CH2:7][CH2:8][C:9]1[C:10]([NH2:25])=[N:11][C:12](=[O:24])[N:13]([CH:23]=1)[C@@H:14]1[O:22][C@H:19]([CH2:20][OH:21])[C@@H:17]([OH:18])[C@H:15]1[OH:16])=O.[OH-].[NH4+]. (7) Given the product [Br:1][C:2]1[CH:3]=[C:4]([CH:8]=[CH:9][C:10]=1[C:11]([N:13]1[CH2:17][CH:16]=[CH:15][CH2:14]1)=[O:12])[C:5]([NH:59][C@H:57]([C:55]1[NH:54][C:53]2[CH:60]=[CH:61][C:50]([Br:49])=[CH:51][C:52]=2[N:56]=1)[CH3:58])=[O:7], predict the reactants needed to synthesize it. The reactants are: [Br:1][C:2]1[CH:3]=[C:4]([CH:8]=[CH:9][C:10]=1[C:11]([N:13]1[CH2:17][CH:16]=[CH:15][CH2:14]1)=[O:12])[C:5]([OH:7])=O.CN(C(ON1N=NC2C=CC=CC1=2)=[N+](C)C)C.[B-](F)(F)(F)F.C(N(C(C)C)CC)(C)C.[Br:49][C:50]1[CH:61]=[CH:60][C:53]2[NH:54][C:55]([C@@H:57]([NH2:59])[CH3:58])=[N:56][C:52]=2[CH:51]=1.BrCl.